This data is from Full USPTO retrosynthesis dataset with 1.9M reactions from patents (1976-2016). The task is: Predict the reactants needed to synthesize the given product. (1) The reactants are: C(OC([NH:8][C@@:9]1([C:24]([O:26]C(C)(C)C)=[O:25])[CH2:16][C:13]2([CH2:15][CH2:14]2)[C@@H:12]2[C@H:10]1[C@H:11]2[C:17]([O:19]C(C)(C)C)=[O:18])=O)(C)(C)C.[ClH:31]. Given the product [ClH:31].[NH2:8][C@@:9]1([C:24]([OH:26])=[O:25])[CH2:16][C:13]2([CH2:15][CH2:14]2)[C@@H:12]2[C@H:10]1[C@H:11]2[C:17]([OH:19])=[O:18], predict the reactants needed to synthesize it. (2) Given the product [Cl:26]([O-:30])(=[O:29])(=[O:28])=[O:27].[NH2:24][C:21]1/[C:22](=[N:8]/[C:5]2[C:4](=[O:10])[N:3]([C:11]3[CH:16]=[CH:15][CH:14]=[CH:13][CH:12]=3)[N:2]([CH3:1])[C:6]=2[CH3:7])/[CH:23]=[C:18]([CH3:17])[C:19](=[NH2+:25])[CH:20]=1, predict the reactants needed to synthesize it. The reactants are: [CH3:1][N:2]1[C:6]([CH3:7])=[C:5]([N:8]=O)[C:4](=[O:10])[N:3]1[C:11]1[CH:16]=[CH:15][CH:14]=[CH:13][CH:12]=1.[CH3:17][C:18]1[CH:23]=[CH:22][C:21]([NH2:24])=[CH:20][C:19]=1[NH2:25].[Cl:26]([O-:30])(=[O:29])(=[O:28])=[O:27].[Na+]. (3) Given the product [CH3:10][CH:6]1[CH:7]([CH3:8])[O:11][CH:3]([OH:2])[CH2:4][O:5]1, predict the reactants needed to synthesize it. The reactants are: C[O:2][CH:3]([O:11]C)[CH2:4][O:5][CH:6]([CH3:10])[CH:7](O)[CH3:8]. (4) Given the product [Cl:1][C:2]1[CH:3]=[CH:4][C:5]2[N:11]3[C:14]([CH2:15][F:16])=[N:13][N:12]=[C:10]3[C@@H:9]([CH2:18][C:19]([O:21][CH2:22][CH3:23])=[O:20])[O:8][C@H:7]([C:24]3[CH:29]=[CH:28][CH:27]=[C:26]([O:30][CH3:31])[C:25]=3[O:32][CH3:33])[C:6]=2[CH:34]=1, predict the reactants needed to synthesize it. The reactants are: [Cl:1][C:2]1[CH:3]=[CH:4][C:5]2[NH:11][C:10](=[N:12][NH:13][C:14](=O)[CH2:15][F:16])[C@@H:9]([CH2:18][C:19]([O:21][CH2:22][CH3:23])=[O:20])[O:8][C@H:7]([C:24]3[CH:29]=[CH:28][CH:27]=[C:26]([O:30][CH3:31])[C:25]=3[O:32][CH3:33])[C:6]=2[CH:34]=1. (5) Given the product [CH2:3]([CH:2]([CH2:6][CH2:7][CH3:8])[C:1]([NH:11][CH:12]1[C:20]2[C:15](=[CH:16][CH:17]=[CH:18][CH:19]=2)[CH2:14][CH2:13]1)=[O:9])[CH2:4][CH3:5], predict the reactants needed to synthesize it. The reactants are: [C:1](Cl)(=[O:9])[CH:2]([CH2:6][CH2:7][CH3:8])[CH2:3][CH2:4][CH3:5].[NH2:11][CH:12]1[C:20]2[C:15](=[CH:16][CH:17]=[CH:18][CH:19]=2)[CH2:14][CH2:13]1.CCN(CC)CC.CCOC(C)=O.